Predict the product of the given reaction. From a dataset of Forward reaction prediction with 1.9M reactions from USPTO patents (1976-2016). (1) The product is: [C:1]([C:5]1[N:10]=[CH:9][C:8]([C:11]2[N:12]([C:32]([N:34]3[CH2:35][CH2:36][CH:37]([CH2:40][C:41]([NH:52][CH2:51][CH2:50][CH2:49][CH2:48][CH3:47])=[O:43])[CH2:38][CH2:39]3)=[O:33])[C@@:13]([C:25]3[CH:30]=[CH:29][C:28]([Cl:31])=[CH:27][CH:26]=3)([CH3:24])[C@@:14]([C:17]3[CH:22]=[CH:21][C:20]([Cl:23])=[CH:19][CH:18]=3)([CH3:16])[N:15]=2)=[C:7]([O:44][CH2:45][CH3:46])[CH:6]=1)([CH3:3])([CH3:2])[CH3:4]. Given the reactants [C:1]([C:5]1[N:10]=[CH:9][C:8]([C:11]2[N:12]([C:32]([N:34]3[CH2:39][CH2:38][CH:37]([CH2:40][C:41]([OH:43])=O)[CH2:36][CH2:35]3)=[O:33])[C@@:13]([C:25]3[CH:30]=[CH:29][C:28]([Cl:31])=[CH:27][CH:26]=3)([CH3:24])[C@@:14]([C:17]3[CH:22]=[CH:21][C:20]([Cl:23])=[CH:19][CH:18]=3)([CH3:16])[N:15]=2)=[C:7]([O:44][CH2:45][CH3:46])[CH:6]=1)([CH3:4])([CH3:3])[CH3:2].[CH3:47][CH2:48][CH2:49][CH2:50][CH2:51][NH2:52], predict the reaction product. (2) The product is: [Br:1][C:2]1[CH:3]=[CH:4][C:5]([CH2:28][NH:30][CH:11]([CH3:13])[CH3:10])=[N:6][CH:7]=1. Given the reactants [Br:1][C:2]1[CH:3]=[CH:4][C:5](NC)=[N:6][CH:7]=1.[CH3:10][C:11]([CH3:13])=O.C(O[BH-](OC(=O)C)OC(=O)C)(=O)C.[Na+].[C:28](#[N:30])C, predict the reaction product. (3) Given the reactants CO.[OH:3][C@H:4]1[CH2:9][CH2:8][CH2:7][CH2:6][C@@H:5]1[NH:10][C:11]([C@@H:13]1[C@@H:15]([CH2:16][CH2:17][CH2:18][CH3:19])[O:14]1)=[O:12].[N-:20]=[N+:21]=[N-:22].[Na+].S([O-])([O-])(=O)=O.[Mg+2], predict the reaction product. The product is: [OH:3][C@H:4]1[CH2:9][CH2:8][CH2:7][CH2:6][C@@H:5]1[NH:10][C:11](=[O:12])[C@@H:13]([OH:14])[C@@H:15]([N:20]=[N+:21]=[N-:22])[CH2:16][CH2:17][CH2:18][CH3:19]. (4) Given the reactants [NH2:1][CH2:2][C:3]1[CH:4]=[C:5]2[C:9](=[CH:10][CH:11]=1)[NH:8][C:7](=[O:12])[CH2:6]2.[CH:13]12[CH2:18][CH:17]1[C:16](=[O:19])[O:15][C:14]2=O, predict the reaction product. The product is: [O:12]=[C:7]1[CH2:6][C:5]2[C:9](=[CH:10][CH:11]=[C:3]([CH2:2][N:1]3[C:14](=[O:15])[C@@H:13]4[C@@H:17]([CH2:18]4)[C:16]3=[O:19])[CH:4]=2)[NH:8]1.